From a dataset of Reaction yield outcomes from USPTO patents with 853,638 reactions. Predict the reaction yield, written as a fraction of the theoretical maximum amount of product (1.0 means a 100% yield; for example, 0.34 means a 34% yield). (1) The reactants are [Br:1][C:2]1[CH:7]=[CH:6][C:5]([C:8]2[O:9][C:10]([CH2:13]Cl)=[N:11][N:12]=2)=[CH:4][CH:3]=1.[N-:15]=[N+:16]=[N-:17].[Na+]. The catalyst is CS(C)=O.O. The product is [N:15]([CH2:13][C:10]1[O:9][C:8]([C:5]2[CH:6]=[CH:7][C:2]([Br:1])=[CH:3][CH:4]=2)=[N:12][N:11]=1)=[N+:16]=[N-:17]. The yield is 0.879. (2) The reactants are I[C:2]1[CH:3]=[CH:4][C:5]2[N:6]([CH:8]=[C:9]([NH:11][C:12]([CH:14]3[CH2:16][CH2:15]3)=[O:13])[N:10]=2)[N:7]=1.[CH3:17][C:18]1[S:19][C:20]2[CH:26]=[C:25]([OH:27])[CH:24]=[CH:23][C:21]=2[N:22]=1.C(=O)([O-])[O-].[K+].[K+]. The catalyst is CN(C)C=O. The product is [CH3:17][C:18]1[S:19][C:20]2[CH:26]=[C:25]([O:27][C:2]3[CH:3]=[CH:4][C:5]4[N:6]([CH:8]=[C:9]([NH:11][C:12]([CH:14]5[CH2:16][CH2:15]5)=[O:13])[N:10]=4)[N:7]=3)[CH:24]=[CH:23][C:21]=2[N:22]=1. The yield is 0.440. (3) The reactants are [CH2:1]([NH:3][C:4]1[CH:9]=[CH:8][N:7]=[CH:6][C:5]=1[N+:10]([O-:12])=[O:11])[CH3:2].C([O-])(=O)C.[Na+].[Br:18]Br. The catalyst is C(O)(=O)C. The product is [CH2:1]([NH:3][C:4]1[C:5]([N+:10]([O-:12])=[O:11])=[CH:6][N:7]=[CH:8][C:9]=1[Br:18])[CH3:2]. The yield is 0.600. (4) The reactants are N1C=CC=CC=1C1NC2C=CC=CC=2N=1.C(=O)([O-])[O-].[Cs+].[Cs+].[NH:22]1[CH:26]=[CH:25][N:24]=[CH:23]1.[Cl:27][C:28]1[CH:33]=[C:32](I)[CH:31]=[CH:30][C:29]=1[C:35]1[S:36][C:37]([N:40]2[CH2:47][C@@H:46]3[C@@H:42]([CH2:43][N:44]([CH3:48])[CH2:45]3)[CH2:41]2)=[N:38][N:39]=1. The catalyst is CCOC(C)=O.CO.[Cu]I.CN(C=O)C. The product is [Cl:27][C:28]1[CH:33]=[C:32]([N:22]2[CH:26]=[CH:25][N:24]=[CH:23]2)[CH:31]=[CH:30][C:29]=1[C:35]1[S:36][C:37]([N:40]2[CH2:41][C@@H:42]3[C@@H:46]([CH2:45][N:44]([CH3:48])[CH2:43]3)[CH2:47]2)=[N:38][N:39]=1. The yield is 0.170. (5) The reactants are [NH2:1][C:2]1[CH:7]=[CH:6][C:5]([Br:8])=[CH:4][C:3]=1[C:9]([C:12]1[S:13][CH:14]=[CH:15][CH:16]=1)([OH:11])[CH3:10].C(N(CC)CC)C.[Cl:24][CH2:25][C:26](Cl)=[O:27].Cl. The catalyst is C(OCC)(=O)C.C(OCC)C.C1COCC1. The product is [Br:8][C:5]1[CH:6]=[CH:7][C:2]([NH:1][C:26](=[O:27])[CH2:25][Cl:24])=[C:3]([C:9]([OH:11])([C:12]2[S:13][CH:14]=[CH:15][CH:16]=2)[CH3:10])[CH:4]=1. The yield is 0.940. (6) The reactants are [CH3:1][O:2][C:3](=[O:17])[CH:4]=[C:5]([C:7]1[CH:8]=[CH:9][C:10]2[N:11]([C:13](I)=[CH:14][N:15]=2)[CH:12]=1)[CH3:6].C(=O)([O-])[O-].[Na+].[Na+].[CH2:24]([O:26][C:27]1[C:32]([CH:33]([CH3:35])[CH3:34])=[CH:31][C:30]([CH:36]([CH3:38])[CH3:37])=[CH:29][C:28]=1B(O)O)[CH3:25]. The catalyst is C1(C)C=CC=CC=1.[Cl-].[Na+].O.C1C=CC([P]([Pd]([P](C2C=CC=CC=2)(C2C=CC=CC=2)C2C=CC=CC=2)([P](C2C=CC=CC=2)(C2C=CC=CC=2)C2C=CC=CC=2)[P](C2C=CC=CC=2)(C2C=CC=CC=2)C2C=CC=CC=2)(C2C=CC=CC=2)C2C=CC=CC=2)=CC=1. The product is [CH3:1][O:2][C:3](=[O:17])[CH:4]=[C:5]([C:7]1[CH:8]=[CH:9][C:10]2[N:11]([C:13]([C:28]3[CH:29]=[C:30]([CH:36]([CH3:38])[CH3:37])[CH:31]=[C:32]([CH:33]([CH3:35])[CH3:34])[C:27]=3[O:26][CH2:24][CH3:25])=[CH:14][N:15]=2)[CH:12]=1)[CH3:6]. The yield is 0.760. (7) The reactants are [C:1]([O:5][C:6]([N:8]1[CH2:13][CH2:12][C:11]([C:17]2[CH:22]=[CH:21][C:20]([Cl:23])=[C:19]([Cl:24])[CH:18]=2)(C(O)=O)[CH2:10][CH2:9]1)=[O:7])([CH3:4])([CH3:3])[CH3:2].C1C=CC(P(N=[N+]=[N-])(C2C=CC=CC=2)=O)=CC=1.C[N:43]([CH:45]=[O:46])C. The catalyst is CCOC(C)=O. The product is [Cl:24][C:19]1[CH:18]=[C:17]([C:11]2([N:43]=[C:45]=[O:46])[CH2:12][CH2:13][N:8]([C:6]([O:5][C:1]([CH3:3])([CH3:2])[CH3:4])=[O:7])[CH2:9][CH2:10]2)[CH:22]=[CH:21][C:20]=1[Cl:23]. The yield is 0.910. (8) The reactants are FC(F)(F)C(O)=O.[Br:8][C:9]1[CH:10]=[C:11]([N:16]2[C:20](=[O:21])[O:19][N:18]=[C:17]2[C:22]2[C:23]([NH:27][CH2:28][CH2:29][NH:30][S:31]([NH:34]C(=O)OC(C)(C)C)(=[O:33])=[O:32])=[N:24][O:25][N:26]=2)[CH:12]=[CH:13][C:14]=1[F:15]. The catalyst is O. The product is [Br:8][C:9]1[CH:10]=[C:11]([N:16]2[C:20](=[O:21])[O:19][N:18]=[C:17]2[C:22]2[C:23]([NH:27][CH2:28][CH2:29][NH:30][S:31]([NH2:34])(=[O:32])=[O:33])=[N:24][O:25][N:26]=2)[CH:12]=[CH:13][C:14]=1[F:15]. The yield is 1.00. (9) The reactants are [F:1][C:2]1[CH:3]=[C:4]([CH:7]=[C:8]([N:10]2[CH2:16][CH2:15][CH2:14][C:13]3[O:17][C:18]([C:20]4[CH:25]=[CH:24][CH:23]=[CH:22][N:21]=4)=[N:19][C:12]=3[CH2:11]2)[CH:9]=1)C#N.BrC1C=CC=C(F)C=1. No catalyst specified. The product is [F:1][C:2]1[CH:9]=[C:8]([N:10]2[CH2:16][CH2:15][CH2:14][C:13]3[O:17][C:18]([C:20]4[CH:25]=[CH:24][CH:23]=[CH:22][N:21]=4)=[N:19][C:12]=3[CH2:11]2)[CH:7]=[CH:4][CH:3]=1. The yield is 0.210.